This data is from Experimentally validated miRNA-target interactions with 360,000+ pairs, plus equal number of negative samples. The task is: Binary Classification. Given a miRNA mature sequence and a target amino acid sequence, predict their likelihood of interaction. (1) The miRNA is hsa-let-7b-5p with sequence UGAGGUAGUAGGUUGUGUGGUU. The protein sequence of the target gene is MAQGSHQIDFQVLHDLRQKFPEVPEVVVSRCMLQNNNNLDACCAVLSQESTRYLYGEGDLNFSDDSGISGLRNHMTSLNLDLQSQNIYHHGREGSRMNGSRTLTHSISDGQLQGGQSNSELFQQEPQTAPAQVPQGFNVFGMSSSSGASNSAPHLGFHLGSKGTSSLSQQTPRFNPIMVTLAPNIQTGRNTPTSLHIHGVPPPVLNSPQGNSIYIRPYITTPGGTTRQTQQHSGWVSQFNPMNPQQVYQPSQPGPWTTCPASNPLSHTSSQQPNQQGHQTSHVYMPISSPTTSQPPTIHS.... Result: 1 (interaction). (2) The miRNA is hsa-miR-223-3p with sequence UGUCAGUUUGUCAAAUACCCCA. The protein sequence of the target gene is MWWFQQGLSFLPSALVIWTSAAFIFSYITAVTLHHIDPALPYISDTGTVAPEKCLFGAMLNIAAVLCIATIYVRYKQVHALSPEENVIIKLNKAGLVLGILSCLGLSIVANFQKTTLFAAHVSGAVLTFGMGSLYMFVQTILSYQMQPKIHGKQVFWIRLLLVIWCGVSALSMLTCSSVLHSGNFGTDLEQKLHWNPEDKGYVLHMITTAAEWSMSFSFFGFFLTYIRDFQKISLRVEANLHGLTLYDTAPCPINNERTRLLSRDI. Result: 0 (no interaction). (3) The miRNA is hsa-miR-4295 with sequence CAGUGCAAUGUUUUCCUU. The protein sequence of the target gene is MRVAAATAAAGAGPAMAVWTRATKAGLVELLLRERWVRVVAELSGESLSLTGDAAAAELEPALGPAAAAFNGLPNGGGAGDSLPGSPSRGLGPPSPPAPPRGPAGEAGASPPVRRVRVVKQEAGGLGISIKGGRENRMPILISKIFPGLAADQSRALRLGDAILSVNGTDLRQATHDQAVQALKRAGKEVLLEVKFIREVTPYIKKPSLVSDLPWEGAAPQSPSFSGSEDSGSPKHQNSTKDRKIIPLKMCFAARNLSMPDLENRLIELHSPDSRNTLILRCKDTATAHSWFVAIHTNIM.... Result: 1 (interaction). (4) The miRNA is mmu-miR-452-5p with sequence UGUUUGCAGAGGAAACUGAGAC. The protein sequence of the target gene is MRLNQNTLLLGKKVVLVPYTSEHVPSRYHEWMKSEELQRLTASEPLTLEQEYAMQCSWQEDADKCTFIVLDAEKWQAQPGATEESCMVGDVNLFLTDLEDLTLGEIEVMIAEPSCRGKGLGTEAVLAMLSYGVTTLGLTKFEAKIGQGNEPSIRMFQKLHFEQVATSSVFQEVTLRLTVSESEHQWLLEQTSHVEEKPYRDGSAEPC. Result: 0 (no interaction). (5) The miRNA is hsa-miR-30c-1-3p with sequence CUGGGAGAGGGUUGUUUACUCC. The protein sequence of the target gene is MFSGFNVFRVGISFVIMCIFYMPTVNSLPELSPQKYFSTLQPGKASLAYFCQADSPRTSVFLEELNEAVRPLQDYGISVAKVNCVKEEISRYCGKEKDLMKAYLFKGNILLREFPTDTLFDVNAIVAHVLFALLFSEVKYITNLEDLQNIENALKGKANIIFSYVRAIGIPEHRAVMEAAFVYGTTYQFVLTTEIALLESIGSEDVEYAHLYFFHCKLVLDLTQQCRRTLMEQPLTTLNIHLFIKTMKAPLLTEVAEDPQQVSTVHLQLGLPLVFIVSQQATYEADRRTAEWVAWRLLGK.... Result: 1 (interaction). (6) The miRNA is hsa-miR-6790-3p with sequence CGACCUCGGCGACCCCUCACU. The protein sequence of the target gene is MSSNTMLQKTLLILISFSVVTWMIFIISQNFTKLWSALNLSISVHYWNNSAKSLFPKTSLIPLKPLTETELRIKEIIEKLDQQIPPRPFTHVNTTTSATHSTATILNPRDTYCRGDQLDILLEVRDHLGQRKQYGGDFLRARMSSPALTAGASGKVMDFNNGTYLVSFTLFWEGQVSLSLLLIHPSEGASALWRARNQGYDKIIFKGKFVNGTSHVFTECGLTLNSNAELCEYLDDRDQEAFYCMKPQHMPCEALTYMTTRNREVSYLTDKENSLFHRSKVGVEMMKDRKHIDVTNCNKR.... Result: 1 (interaction).